This data is from Forward reaction prediction with 1.9M reactions from USPTO patents (1976-2016). The task is: Predict the product of the given reaction. (1) Given the reactants [C:1]1([S:7]([N:10]2[C:18]3[C:13](=[N:14][C:15](Cl)=[C:16]([C:19]4[CH:26]=[CH:25][C:22]([C:23]#[N:24])=[CH:21][CH:20]=4)[CH:17]=3)[CH:12]=[CH:11]2)(=[O:9])=[O:8])[CH:6]=[CH:5][CH:4]=[CH:3][CH:2]=1.C(=O)([O-])[O-].[Na+].[Na+].[F:34][C:35]1[CH:40]=[CH:39][C:38](B(O)O)=[CH:37][CH:36]=1, predict the reaction product. The product is: [C:1]1([S:7]([N:10]2[C:18]3[C:13](=[N:14][C:15]([C:38]4[CH:39]=[CH:40][C:35]([F:34])=[CH:36][CH:37]=4)=[C:16]([C:19]4[CH:26]=[CH:25][C:22]([C:23]#[N:24])=[CH:21][CH:20]=4)[CH:17]=3)[CH:12]=[CH:11]2)(=[O:9])=[O:8])[CH:6]=[CH:5][CH:4]=[CH:3][CH:2]=1. (2) Given the reactants [N:1]([C@H:4]1[CH2:8][C@@H:7]([C:9]2[CH:14]=[CH:13][CH:12]=[CH:11][CH:10]=2)[CH:6]=[CH:5]1)=[N+]=[N-].CC1CCCO1.O.C1(P(C2C=CC=CC=2)C2C=CC=CC=2)C=CC=CC=1, predict the reaction product. The product is: [C:9]1([C@@H:7]2[CH2:8][C@H:4]([NH2:1])[CH:5]=[CH:6]2)[CH:14]=[CH:13][CH:12]=[CH:11][CH:10]=1. (3) Given the reactants Br[C:2]1[CH:3]=[CH:4][C:5]2[N:10]([C:11](=[O:13])[CH3:12])[C@@H:9]([CH3:14])[CH2:8][NH:7][C:6]=2[N:15]=1.[CH:16]1([N:19]2[CH:23]=[C:22](B3OC(C)(C)C(C)(C)O3)[CH:21]=[N:20]2)[CH2:18][CH2:17]1.C(=O)([O-])[O-].[K+].[K+], predict the reaction product. The product is: [CH:16]1([N:19]2[CH:23]=[C:22]([C:2]3[CH:3]=[CH:4][C:5]4[N:10]([C:11](=[O:13])[CH3:12])[C@@H:9]([CH3:14])[CH2:8][NH:7][C:6]=4[N:15]=3)[CH:21]=[N:20]2)[CH2:18][CH2:17]1. (4) Given the reactants [CH3:1][C:2]([CH3:37])([CH3:36])[CH2:3][CH2:4][C@@H:5]([N:12]1[CH2:17][CH2:16][C@@H:15]([CH2:18][C:19]([O:21][CH3:22])=[O:20])[C:14]([F:24])([F:23])[C@@:13]1(O)[C:25]1[CH:30]=[CH:29][C:28]([C:31]([F:34])([F:33])[F:32])=[CH:27][CH:26]=1)[CH2:6][CH2:7][C:8]([F:11])([F:10])[F:9].[Cl-].[NH4+], predict the reaction product. The product is: [CH3:1][C:2]([CH3:37])([CH3:36])[CH2:3][CH2:4][C@@H:5]([N:12]1[CH2:17][CH2:16][C@@H:15]([CH2:18][C:19]([O:21][CH3:22])=[O:20])[C:14]([F:24])([F:23])[C@H:13]1[C:25]1[CH:30]=[CH:29][C:28]([C:31]([F:34])([F:32])[F:33])=[CH:27][CH:26]=1)[CH2:6][CH2:7][C:8]([F:9])([F:10])[F:11]. (5) Given the reactants [H-].[H-].[H-].[H-].[Li+].[Al+3].[F:7][CH2:8][CH2:9][O:10][C:11]1[CH:18]=[CH:17][CH:16]=[CH:15][C:12]=1[C:13]#[N:14], predict the reaction product. The product is: [F:7][CH2:8][CH2:9][O:10][C:11]1[CH:18]=[CH:17][CH:16]=[CH:15][C:12]=1[CH2:13][NH2:14]. (6) Given the reactants [C:1]([O:5][C:6]([N:8]1[CH2:13][CH2:12][CH:11]([C:14]([N:16]2[CH2:20][C@@H:19]([N:21]([CH2:32][CH3:33])[C:22]([O:24][C:25]3[CH:30]=[CH:29][C:28]([F:31])=[CH:27][CH:26]=3)=[O:23])[C@H:18]([C:34]3[CH:39]=[CH:38][C:37]([Cl:40])=[CH:36][CH:35]=3)[CH2:17]2)=[O:15])[CH2:10][CH2:9]1)=[O:7])([CH3:4])([CH3:3])[CH3:2].F[C:42]1C=CC(OC(=O)N([C@H]2[C@H](C3C=CC(Cl)=CC=3)CN(CC3C=CC=CC=3)C2)C(C)C)=CC=1.C(OC(N1CCC(C(O)=O)CC1)=O)(C)(C)C, predict the reaction product. The product is: [C:1]([O:5][C:6]([N:8]1[CH2:9][CH2:10][CH:11]([C:14]([N:16]2[CH2:20][C@@H:19]([N:21]([C:22]([O:24][C:25]3[CH:26]=[CH:27][C:28]([F:31])=[CH:29][CH:30]=3)=[O:23])[CH:32]([CH3:42])[CH3:33])[C@H:18]([C:34]3[CH:39]=[CH:38][C:37]([Cl:40])=[CH:36][CH:35]=3)[CH2:17]2)=[O:15])[CH2:12][CH2:13]1)=[O:7])([CH3:2])([CH3:3])[CH3:4].